From a dataset of Full USPTO retrosynthesis dataset with 1.9M reactions from patents (1976-2016). Predict the reactants needed to synthesize the given product. (1) The reactants are: [NH2:1][CH2:2][CH:3]([C:8]1([CH3:13])[O:12][CH2:11][CH2:10][O:9]1)[C:4]([O:6][CH3:7])=[O:5].[F:14][C:15]1[CH:16]=[C:17]2[C:22](=O)[O:21][C:19](=[O:20])[C:18]2=[CH:24][CH:25]=1. Given the product [F:14][C:15]1[CH:16]=[C:17]2[C:18](=[CH:24][CH:25]=1)[C:19](=[O:20])[N:1]([CH2:2][CH:3]([C:8]1([CH3:13])[O:9][CH2:10][CH2:11][O:12]1)[C:4]([O:6][CH3:7])=[O:5])[C:22]2=[O:21], predict the reactants needed to synthesize it. (2) The reactants are: [F:1][C:2]1[CH:3]=[C:4]2[C:8](=[CH:9][CH:10]=1)[NH:7][N:6]=[C:5]2[CH:11]=[O:12].[C:13](=O)([O-])[O-].[Cs+].[Cs+].CI.O. Given the product [F:1][C:2]1[CH:3]=[C:4]2[C:8](=[CH:9][CH:10]=1)[N:7]([CH3:13])[N:6]=[C:5]2[CH:11]=[O:12], predict the reactants needed to synthesize it. (3) Given the product [CH3:33][N:34]([CH3:39])[CH2:35][C:36]([N:4]1[CH2:3][CH2:2][N:1]([C:7]2[CH:12]=[CH:11][CH:10]=[C:9]([C:13]3[CH:14]=[C:15]4[C:25]5[C:20](=[CH:21][N:22]=[C:23]([C:26]6[CH:27]=[N:28][CH:29]=[CH:30][CH:31]=6)[CH:24]=5)[NH:19][C:16]4=[N:17][CH:18]=3)[CH:8]=2)[CH2:6][CH2:5]1)=[O:37], predict the reactants needed to synthesize it. The reactants are: [N:1]1([C:7]2[CH:8]=[C:9]([C:13]3[CH:14]=[C:15]4[C:25]5[C:20](=[CH:21][N:22]=[C:23]([C:26]6[CH:27]=[N:28][CH:29]=[CH:30][CH:31]=6)[CH:24]=5)[NH:19][C:16]4=[N:17][CH:18]=3)[CH:10]=[CH:11][CH:12]=2)[CH2:6][CH2:5][NH:4][CH2:3][CH2:2]1.Cl.[CH3:33][N:34]([CH3:39])[CH2:35][C:36](Cl)=[O:37].N1C=CC=CC=1.C(N(CC)C(C)C)(C)C. (4) Given the product [Br:1][C:2]1[C:7](=[O:8])[NH:6][C:5]([C:9]([NH2:15])=[O:10])=[C:4]([F:14])[CH:3]=1, predict the reactants needed to synthesize it. The reactants are: [Br:1][C:2]1[C:7](=[O:8])[NH:6][C:5]([C:9](OCC)=[O:10])=[C:4]([F:14])[CH:3]=1.[NH3:15].